From a dataset of Forward reaction prediction with 1.9M reactions from USPTO patents (1976-2016). Predict the product of the given reaction. (1) Given the reactants [Br:1][C:2]1[CH:8]=[CH:7][C:6]([N+:9]([O-:11])=[O:10])=[CH:5][C:3]=1[NH2:4].O.[CH:13](O)=[O:14], predict the reaction product. The product is: [CH:13]([NH:4][C:3]1[CH:5]=[C:6]([N+:9]([O-:11])=[O:10])[CH:7]=[CH:8][C:2]=1[Br:1])=[O:14]. (2) Given the reactants Br[C:2]1[C:27](=[O:28])[N:26]2[C:5]([O:6][C@H:7]3[CH2:36][N:10]([C:11](=[O:35])[C@H:12]([CH:30]4[CH2:34][CH2:33][CH2:32][CH2:31]4)[NH:13][C:14](=[O:29])[O:15][C@H:16]4[C@H:20]([CH2:21][CH2:22][CH2:23][CH2:24][CH2:25]2)[CH2:19][CH2:18][CH2:17]4)[C@H:9]([C:37]([O:39][CH3:40])=[O:38])[CH2:8]3)=[CH:4][CH:3]=1.[C:41]1(B(O)O)[CH:46]=[CH:45][CH:44]=[CH:43][CH:42]=1.C(=O)([O-])[O-].[Cs+].[Cs+].C1(P(C2CCCCC2)C2CCCCC2)CCCCC1.S(=O)(=O)(O)[O-].[K+], predict the reaction product. The product is: [CH:30]1([C@H:12]2[C:11](=[O:35])[N:10]3[CH2:36][C@@H:7]([CH2:8][C@H:9]3[C:37]([O:39][CH3:40])=[O:38])[O:6][C:5]3[N:26]([C:27](=[O:28])[C:2]([C:41]4[CH:46]=[CH:45][CH:44]=[CH:43][CH:42]=4)=[CH:3][CH:4]=3)[CH2:25][CH2:24][CH2:23][CH2:22][CH2:21][C@H:20]3[C@@H:16]([CH2:17][CH2:18][CH2:19]3)[O:15][C:14](=[O:29])[NH:13]2)[CH2:31][CH2:32][CH2:33][CH2:34]1. (3) Given the reactants C[Li].C(OCC)C.CON(C)[C:11](=[O:21])[CH2:12][NH:13][C:14](=[O:20])[O:15][C:16]([CH3:19])([CH3:18])[CH3:17].[Cl:23][CH2:24]I.[Cl-].[NH4+], predict the reaction product. The product is: [Cl:23][CH2:24][C:11](=[O:21])[CH2:12][NH:13][C:14](=[O:20])[O:15][C:16]([CH3:19])([CH3:18])[CH3:17]. (4) Given the reactants Br[C:2]1[CH:3]=[N:4][CH:5]=[N:6][CH:7]=1.[CH:8]([C:10]1[CH:15]=[CH:14][C:13](B(O)O)=[CH:12][CH:11]=1)=[O:9], predict the reaction product. The product is: [N:4]1[CH:3]=[C:2]([C:13]2[CH:14]=[CH:15][C:10]([CH:8]=[O:9])=[CH:11][CH:12]=2)[CH:7]=[N:6][CH:5]=1. (5) The product is: [CH2:1]([O:3][C:4]([N:6]1[CH2:7][CH2:8][N:9]([C:12](=[O:56])[C@@H:13]([NH:23][C:24]([C:26]2[CH:30]=[C:29]([O:31][CH2:32][C:33]([N:35]3[CH2:39][CH2:38][CH2:37][C@H:36]3[C:40]([OH:42])=[O:41])=[O:34])[N:28]([C:50]3[CH:55]=[CH:54][CH:53]=[CH:52][CH:51]=3)[N:27]=2)=[O:25])[CH2:14][CH2:15][C:16]([O:18][C:19]([CH3:22])([CH3:21])[CH3:20])=[O:17])[CH2:10][CH2:11]1)=[O:5])[CH3:2]. Given the reactants [CH2:1]([O:3][C:4]([N:6]1[CH2:11][CH2:10][N:9]([C:12](=[O:56])[C@@H:13]([NH:23][C:24]([C:26]2[CH:30]=[C:29]([O:31][CH2:32][C:33]([N:35]3[CH2:39][CH2:38][CH2:37][C@H:36]3[C:40]([O:42]CC3C=CC=CC=3)=[O:41])=[O:34])[N:28]([C:50]3[CH:55]=[CH:54][CH:53]=[CH:52][CH:51]=3)[N:27]=2)=[O:25])[CH2:14][CH2:15][C:16]([O:18][C:19]([CH3:22])([CH3:21])[CH3:20])=[O:17])[CH2:8][CH2:7]1)=[O:5])[CH3:2], predict the reaction product. (6) Given the reactants [Br:1][C:2]1[CH:11]=[CH:10][C:5]([C:6](=O)[CH2:7]Br)=[CH:4][CH:3]=1.C(#N)C.C[N:16]1[C:20](=[O:21])[CH2:19]CC1, predict the reaction product. The product is: [Br:1][C:2]1[CH:11]=[CH:10][C:5]([C:6]2[N:16]=[C:20]([CH3:19])[O:21][CH:7]=2)=[CH:4][CH:3]=1.